Dataset: NCI-60 drug combinations with 297,098 pairs across 59 cell lines. Task: Regression. Given two drug SMILES strings and cell line genomic features, predict the synergy score measuring deviation from expected non-interaction effect. (1) Drug 1: CC1=C(C(=O)C2=C(C1=O)N3CC4C(C3(C2COC(=O)N)OC)N4)N. Drug 2: CC(C)CN1C=NC2=C1C3=CC=CC=C3N=C2N. Cell line: RPMI-8226. Synergy scores: CSS=38.6, Synergy_ZIP=-1.95, Synergy_Bliss=-4.36, Synergy_Loewe=-7.57, Synergy_HSA=-4.88. (2) Drug 1: CS(=O)(=O)C1=CC(=C(C=C1)C(=O)NC2=CC(=C(C=C2)Cl)C3=CC=CC=N3)Cl. Drug 2: C1=NC2=C(N=C(N=C2N1C3C(C(C(O3)CO)O)O)F)N. Cell line: SW-620. Synergy scores: CSS=-1.74, Synergy_ZIP=0.306, Synergy_Bliss=-4.61, Synergy_Loewe=-8.53, Synergy_HSA=-7.19. (3) Drug 1: C1CCC(C1)C(CC#N)N2C=C(C=N2)C3=C4C=CNC4=NC=N3. Drug 2: CC1CCCC2(C(O2)CC(NC(=O)CC(C(C(=O)C(C1O)C)(C)C)O)C(=CC3=CSC(=N3)C)C)C. Cell line: A498. Synergy scores: CSS=-0.257, Synergy_ZIP=-0.751, Synergy_Bliss=2.08, Synergy_Loewe=-1.39, Synergy_HSA=0.893. (4) Drug 1: CC1=C(C=C(C=C1)NC2=NC=CC(=N2)N(C)C3=CC4=NN(C(=C4C=C3)C)C)S(=O)(=O)N.Cl. Drug 2: N.N.Cl[Pt+2]Cl. Cell line: CAKI-1. Synergy scores: CSS=23.7, Synergy_ZIP=1.12, Synergy_Bliss=2.01, Synergy_Loewe=3.15, Synergy_HSA=5.81.